Dataset: Reaction yield outcomes from USPTO patents with 853,638 reactions. Task: Predict the reaction yield, written as a fraction of the theoretical maximum amount of product (1.0 means a 100% yield; for example, 0.34 means a 34% yield). (1) The reactants are [F:1][C:2]([F:25])([CH2:17][CH2:18][C:19]1[CH:24]=[CH:23][CH:22]=[CH:21][CH:20]=1)[CH2:3][N:4]1[CH2:8][CH2:7][C@H:6]([S:9][C:10]2[CH:15]=[CH:14][C:13]([OH:16])=[CH:12][CH:11]=2)[CH2:5]1.[OH:26]OS([O-])=O.[K+]. The catalyst is CO. The product is [F:25][C:2]([F:1])([CH2:17][CH2:18][C:19]1[CH:24]=[CH:23][CH:22]=[CH:21][CH:20]=1)[CH2:3][N:4]1[CH2:8][CH2:7][CH:6]([S:9]([C:10]2[CH:15]=[CH:14][C:13]([OH:16])=[CH:12][CH:11]=2)=[O:26])[CH2:5]1. The yield is 0.540. (2) The reactants are [F:1][C:2]1[CH:7]=[C:6]([N+:8]([O-:10])=[O:9])[C:5]([F:11])=[CH:4][C:3]=1F.[NH:13]1[CH2:18][CH2:17][O:16][CH2:15][CH2:14]1.C([O-])([O-])=O.[K+].[K+]. The catalyst is CS(C)=O.CCOC(C)=O. The product is [F:1][C:2]1[CH:7]=[C:6]([N+:8]([O-:10])=[O:9])[C:5]([F:11])=[CH:4][C:3]=1[N:13]1[CH2:18][CH2:17][O:16][CH2:15][CH2:14]1. The yield is 0.630. (3) The reactants are [Br:1]N1C(=O)CCC1=O.C1(P(C2C=CC=CC=2)C2C=CC=CC=2)C=CC=CC=1.[Cl:28][C:29]1[CH:34]=[CH:33][C:32]([CH2:35][O:36][CH2:37][CH2:38]O)=[CH:31][CH:30]=1. The catalyst is C(Cl)Cl.[Al]. The product is [Br:1][CH2:38][CH2:37][O:36][CH2:35][C:32]1[CH:33]=[CH:34][C:29]([Cl:28])=[CH:30][CH:31]=1. The yield is 0.570.